This data is from Full USPTO retrosynthesis dataset with 1.9M reactions from patents (1976-2016). The task is: Predict the reactants needed to synthesize the given product. (1) Given the product [CH2:1]([O:8][C:9]([N:11]1[CH2:12][CH2:13][C:14]2[C:21]([C:61]3[CH:60]=[C:59]([CH2:58][C:57]([O:56][CH2:54][CH3:55])=[O:76])[CH:64]=[CH:63][C:62]=3[O:65][CH3:66])=[CH:20][CH:19]=[C:18]([F:23])[C:15]=2[CH2:16][CH2:17]1)=[O:10])[C:2]1[CH:3]=[CH:4][CH:5]=[CH:6][CH:7]=1, predict the reactants needed to synthesize it. The reactants are: [CH2:1]([O:8][C:9]([N:11]1[CH2:17][CH2:16][C:15]2[C:18]([F:23])=[CH:19][CH:20]=[C:21](O)[C:14]=2[CH2:13][CH2:12]1)=[O:10])[C:2]1[CH:7]=[CH:6][CH:5]=[CH:4][CH:3]=1.CCN(CC)CC.FC(F)(F)S(OS(C(F)(F)F)(=O)=O)(=O)=O.[O-]S(C(F)(F)F)(=O)=O.[CH2:54]([O:56][C:57](=[O:76])[CH2:58][C:59]1[CH:64]=[CH:63][C:62]([O:65][CH3:66])=[C:61](B2OC(C)(C)C(C)(C)O2)[CH:60]=1)[CH3:55].C(=O)([O-])[O-].[Na+].[Na+]. (2) Given the product [CH2:19]([O:18][C:4]1[N:5]([C:8]2[CH:13]=[CH:12][CH:11]=[C:10]([C:14]([F:17])([F:16])[F:15])[CH:9]=2)[C:6]([CH3:7])=[C:2]([C:89]2[N:93]([C:94]3[CH:95]=[CH:96][C:97]([C:98]#[N:99])=[CH:100][CH:101]=3)[N:92]=[CH:91][N:90]=2)[N:3]=1)[CH3:20], predict the reactants needed to synthesize it. The reactants are: Br[C:2]1[N:3]=[C:4]([O:18][CH2:19][CH3:20])[N:5]([C:8]2[CH:13]=[CH:12][CH:11]=[C:10]([C:14]([F:17])([F:16])[F:15])[CH:9]=2)[C:6]=1[CH3:7].C(OC1N(C2C=CC=C(C(F)(F)F)C=2)C(C)=C(C(=O)C)N=1)C.C1(P(C2CCCCC2)C2C=CC=CC=2C2C(C(C)C)=CC(C(C)C)=CC=2C(C)C)CCCCC1.B(O)(O)B(O)O.C([O-])(=O)C.[K+].Br[C:89]1[N:93]([C:94]2[CH:101]=[CH:100][C:97]([C:98]#[N:99])=[CH:96][CH:95]=2)[N:92]=[CH:91][N:90]=1.C([O-])([O-])=O.[K+].[K+]. (3) Given the product [C:26]([O:30][C:31](=[O:32])[NH:33][C@H:34]([CH:38]([CH3:39])[CH3:40])[C:35]([NH:23][NH:22][C:20](=[O:21])/[CH:19]=[CH:18]\[N:15]1[CH:16]=[N:17][C:13]([C:5]2[CH:6]=[C:7]([C:9]([F:10])([F:11])[F:12])[CH:8]=[C:3]([C:2]([F:24])([F:1])[F:25])[CH:4]=2)=[N:14]1)=[O:36])([CH3:29])([CH3:28])[CH3:27], predict the reactants needed to synthesize it. The reactants are: [F:1][C:2]([F:25])([F:24])[C:3]1[CH:4]=[C:5]([C:13]2[N:17]=[CH:16][N:15](/[CH:18]=[CH:19]\[C:20]([NH:22][NH2:23])=[O:21])[N:14]=2)[CH:6]=[C:7]([C:9]([F:12])([F:11])[F:10])[CH:8]=1.[C:26]([O:30][C:31]([NH:33][C@H:34]([CH:38]([CH3:40])[CH3:39])[C:35](O)=[O:36])=[O:32])([CH3:29])([CH3:28])[CH3:27].C(P1(=O)OP(CCC)(=O)OP(CCC)(=O)O1)CC.CCN(C(C)C)C(C)C. (4) Given the product [NH:2]([S:3]([C:6]([F:9])([F:7])[F:8])(=[O:5])=[O:4])[S:10]([C:13]([F:16])([F:15])[F:14])(=[O:12])=[O:11].[NH:2]([S:3]([C:6]([F:9])([F:7])[F:8])(=[O:5])=[O:4])[S:10]([C:13]([F:16])([F:15])[F:14])(=[O:12])=[O:11].[Fe+2:1], predict the reactants needed to synthesize it. The reactants are: [Fe:1].[NH:2]([S:10]([C:13]([F:16])([F:15])[F:14])(=[O:12])=[O:11])[S:3]([C:6]([F:9])([F:8])[F:7])(=[O:5])=[O:4].